Dataset: Forward reaction prediction with 1.9M reactions from USPTO patents (1976-2016). Task: Predict the product of the given reaction. (1) Given the reactants [C:1]1([CH2:7][C:8]([NH2:10])=[NH:9])[CH:6]=[CH:5][CH:4]=[CH:3][CH:2]=1.Br[C:12](=[CH:15]OC(C)C)[CH:13]=[O:14].C(N(CC)CC)C, predict the reaction product. The product is: [CH2:7]([C:8]1[NH:9][CH:15]=[C:12]([CH:13]=[O:14])[N:10]=1)[C:1]1[CH:6]=[CH:5][CH:4]=[CH:3][CH:2]=1. (2) Given the reactants NC1C=CC=C(C(N)=O)C=1.[NH:11]1[C:19]2[CH:18]=[CH:17][CH:16]=[C:15]([C:20]([NH2:22])=[O:21])[C:14]=2[C:13](=O)[C:12]1=[O:24].[CH:25]1[C:30]([NH:31][NH2:32])=[CH:29][CH:28]=[C:27]([S:33]([NH2:36])(=[O:35])=[O:34])[CH:26]=1.Cl, predict the reaction product. The product is: [O:24]=[C:12]1[C:13](=[N:32][NH:31][C:30]2[CH:29]=[CH:28][C:27]([S:33](=[O:35])(=[O:34])[NH2:36])=[CH:26][CH:25]=2)[C:14]2[C:15]([C:20]([NH2:22])=[O:21])=[CH:16][CH:17]=[CH:18][C:19]=2[NH:11]1. (3) Given the reactants [F:1][C:2]1[C:10]([N:11]([CH3:18])[S:12]([CH2:15][CH2:16][CH3:17])(=[O:14])=[O:13])=[CH:9][CH:8]=[C:7]([F:19])[C:3]=1C(O)=O.C([N:22](CC)CC)C.C1C=CC(OP(OC2C=CC=CC=2)(N=[N+]=[N-])=O)=CC=1.C(=O)(O)[O-].[Na+], predict the reaction product. The product is: [NH2:22][C:3]1[C:2]([F:1])=[C:10]([N:11]([CH3:18])[S:12]([CH2:15][CH2:16][CH3:17])(=[O:14])=[O:13])[CH:9]=[CH:8][C:7]=1[F:19]. (4) Given the reactants [CH3:1][O:2][CH2:3][CH2:4][C:5]1[CH:10]=[CH:9][CH:8]=[CH:7][C:6]=1Br.C([Li])CCC.C([O:20][B:21](OC(C)C)[O:22]C(C)C)(C)C, predict the reaction product. The product is: [CH3:1][O:2][CH2:3][CH2:4][C:5]1[CH:10]=[CH:9][CH:8]=[CH:7][C:6]=1[B:21]([OH:22])[OH:20]. (5) The product is: [S:2]1[CH:6]=[CH:5][C:4]2[C:7]([C:11]3[N:12]4[CH2:19][CH2:18][N:17]=[C:13]4[S:14][C:15]=3[CH:26]=[O:27])=[CH:8][CH:9]=[CH:10][C:3]1=2. Given the reactants Br.[S:2]1[CH:6]=[CH:5][C:4]2[C:7]([C:11]3[N:12]4[CH2:19][CH2:18][N:17]=[C:13]4[S:14][C:15]=3Br)=[CH:8][CH:9]=[CH:10][C:3]1=2.C([Mg]Cl)C.CN(C)[CH:26]=[O:27], predict the reaction product.